Dataset: Catalyst prediction with 721,799 reactions and 888 catalyst types from USPTO. Task: Predict which catalyst facilitates the given reaction. Reactant: [OH:1][CH2:2][C@H:3]([CH3:33])[O:4][C:5]1[CH:6]=[C:7]([CH:20]=[C:21]([C:23]([NH:25][C:26]2[CH:31]=[N:30][C:29]([CH3:32])=[CH:28][N:27]=2)=[O:24])[CH:22]=1)[O:8][C:9]1[CH:19]=[CH:18][C:12]([C:13]([O:15]CC)=[O:14])=[CH:11][CH:10]=1.O.[OH-].[Li+]. Product: [OH:1][CH2:2][C@H:3]([CH3:33])[O:4][C:5]1[CH:6]=[C:7]([CH:20]=[C:21]([C:23]([NH:25][C:26]2[CH:31]=[N:30][C:29]([CH3:32])=[CH:28][N:27]=2)=[O:24])[CH:22]=1)[O:8][C:9]1[CH:19]=[CH:18][C:12]([C:13]([OH:15])=[O:14])=[CH:11][CH:10]=1. The catalyst class is: 20.